From a dataset of Catalyst prediction with 721,799 reactions and 888 catalyst types from USPTO. Predict which catalyst facilitates the given reaction. Reactant: [CH2:1]([O:8][C:9]1[CH:17]=[C:16]2[C:12]([C:13]([CH2:18][CH3:19])=[N:14][NH:15]2)=[CH:11][C:10]=1[C:20]([OH:22])=O)[C:2]1[CH:7]=[CH:6][CH:5]=[CH:4][CH:3]=1.[C:23](Cl)(=[O:27])[C:24](Cl)=O.O1CCN([NH:35][C:36]2[CH:41]=[CH:40][CH:39]=[CH:38][CH:37]=2)CC1.[CH3:42][CH2:43][N:44](C(C)C)C(C)C. Product: [N:44]1([C:39]2[CH:38]=[CH:37][C:36]([NH:35][C:20]([C:10]3[CH:11]=[C:12]4[C:16](=[CH:17][C:9]=3[O:8][CH2:1][C:2]3[CH:3]=[CH:4][CH:5]=[CH:6][CH:7]=3)[NH:15][N:14]=[C:13]4[CH2:18][CH3:19])=[O:22])=[CH:41][CH:40]=2)[CH2:24][CH2:23][O:27][CH2:42][CH2:43]1. The catalyst class is: 139.